From a dataset of Full USPTO retrosynthesis dataset with 1.9M reactions from patents (1976-2016). Predict the reactants needed to synthesize the given product. Given the product [CH3:21][N:22]1[C:26]([C:27]([F:29])([F:30])[F:28])=[C:25]([C:31]2[C:39]3[C:34](=[CH:35][CH:36]=[CH:37][CH:38]=3)[NH:33][CH:32]=2)[CH:24]=[N:23]1, predict the reactants needed to synthesize it. The reactants are: FC1C=C2C(C(I)=CN2S(C2C=CC=CC=2)(=O)=O)=CC=1.[CH3:21][N:22]1[C:26]([C:27]([F:30])([F:29])[F:28])=[C:25]([C:31]2[C:39]3[C:34](=[CH:35][CH:36]=[CH:37][CH:38]=3)[N:33](S(C3C=CC=CC=3)(=O)=O)[CH:32]=2)[CH:24]=[N:23]1.